Predict the product of the given reaction. From a dataset of Forward reaction prediction with 1.9M reactions from USPTO patents (1976-2016). (1) Given the reactants [F:1][C:2]1[CH:3]=[C:4]([S:9]([N:12]2[C:16]([C:17]3[CH:22]=[CH:21][CH:20]=[CH:19][N:18]=3)=[CH:15][C:14]([CH:23]=O)=[CH:13]2)(=[O:11])=[O:10])[CH:5]=[CH:6][C:7]=1[F:8].CO.[CH3:27][NH2:28].[BH4-].[Na+].[ClH:31].C(=O)([O-])O.[Na+], predict the reaction product. The product is: [ClH:31].[ClH:31].[F:1][C:2]1[CH:3]=[C:4]([S:9]([N:12]2[C:16]([C:17]3[CH:22]=[CH:21][CH:20]=[CH:19][N:18]=3)=[CH:15][C:14]([CH2:23][NH:28][CH3:27])=[CH:13]2)(=[O:11])=[O:10])[CH:5]=[CH:6][C:7]=1[F:8]. (2) Given the reactants Cl[C:2]1[N:7]=[N:6][C:5]([C:8]([C:10]2[CH:15]=[CH:14][CH:13]=[CH:12][N:11]=2)=[O:9])=[C:4]([CH3:16])[C:3]=1[CH3:17].[CH3:18][C@@H:19]1[CH2:24][NH:23][CH2:22][CH2:21][NH:20]1.C(N(CC)CC)C, predict the reaction product. The product is: [CH3:16][C:4]1[C:3]([CH3:17])=[C:2]([N:23]2[CH2:22][CH2:21][NH:20][C@H:19]([CH3:18])[CH2:24]2)[N:7]=[N:6][C:5]=1[C:8]([C:10]1[CH:15]=[CH:14][CH:13]=[CH:12][N:11]=1)=[O:9]. (3) Given the reactants [F-].C([N+](CCCC)(CCCC)CCCC)CCC.[Br:19][C:20]1[CH:21]=[C:22]([C:26](=[O:28])[CH3:27])[CH:23]=[N:24][CH:25]=1.C[Si](C)(C)[C:31]([F:34])([F:33])[F:32], predict the reaction product. The product is: [Br:19][C:20]1[CH:21]=[C:22]([C:26]([OH:28])([CH3:27])[C:31]([F:34])([F:33])[F:32])[CH:23]=[N:24][CH:25]=1. (4) The product is: [CH2:1]([O:8][C:9]1[CH:14]=[CH:13][CH:12]=[C:11]([F:15])[C:10]=1[NH2:16])[C:2]1[CH:3]=[CH:4][CH:5]=[CH:6][CH:7]=1. Given the reactants [CH2:1]([O:8][C:9]1[CH:14]=[CH:13][CH:12]=[C:11]([F:15])[C:10]=1[N+:16]([O-])=O)[C:2]1[CH:7]=[CH:6][CH:5]=[CH:4][CH:3]=1.Cl[Sn]Cl.Cl, predict the reaction product. (5) The product is: [Br:1][C:2]1[CH:3]=[C:4]2[C:9](=[CH:10][CH:11]=1)[N:8]=[CH:7][C:6]([C:12]([O:14][CH3:20])=[O:13])=[CH:5]2. Given the reactants [Br:1][C:2]1[CH:3]=[C:4]2[C:9](=[CH:10][CH:11]=1)[N:8]=[CH:7][C:6]([C:12]([OH:14])=[O:13])=[CH:5]2.S(=O)(=O)(O)O.[C:20](=O)(O)[O-].[Na+], predict the reaction product.